This data is from Full USPTO retrosynthesis dataset with 1.9M reactions from patents (1976-2016). The task is: Predict the reactants needed to synthesize the given product. (1) Given the product [CH3:1][O:2][C:3](=[O:27])[NH:4][CH:5]([C:9](=[O:26])[NH:10][C:11]1([C:14]2[NH:15][C:16]([C:19]3[CH:24]=[CH:23][C:22]([B:28]4[O:32][C:31]([CH3:34])([CH3:33])[C:30]([CH3:36])([CH3:35])[O:29]4)=[CH:21][CH:20]=3)=[CH:17][N:18]=2)[CH2:13][CH2:12]1)[CH:6]([CH3:8])[CH3:7], predict the reactants needed to synthesize it. The reactants are: [CH3:1][O:2][C:3](=[O:27])[NH:4][CH:5]([C:9](=[O:26])[NH:10][C:11]1([C:14]2[NH:15][C:16]([C:19]3[CH:24]=[CH:23][C:22](Br)=[CH:21][CH:20]=3)=[CH:17][N:18]=2)[CH2:13][CH2:12]1)[CH:6]([CH3:8])[CH3:7].[B:28]1([B:28]2[O:32][C:31]([CH3:34])([CH3:33])[C:30]([CH3:36])([CH3:35])[O:29]2)[O:32][C:31]([CH3:34])([CH3:33])[C:30]([CH3:36])([CH3:35])[O:29]1.CC([O-])=O.[K+]. (2) Given the product [Cl:31][C:22]1[CH:23]=[C:24]([S:27]([CH3:30])(=[O:29])=[O:28])[CH:25]=[CH:26][C:21]=1[CH2:20][CH:16]([C:17](=[O:19])[CH3:18])[C:15]([NH:1][C:2]1[CH:3]=[C:4]([OH:9])[CH:5]=[CH:6][C:7]=1[F:8])=[O:32], predict the reactants needed to synthesize it. The reactants are: [NH2:1][C:2]1[CH:3]=[C:4]([OH:9])[CH:5]=[CH:6][C:7]=1[F:8].C(S[C:15](=[O:32])[CH:16]([CH2:20][C:21]1[CH:26]=[CH:25][C:24]([S:27]([CH3:30])(=[O:29])=[O:28])=[CH:23][C:22]=1[Cl:31])[C:17](=[O:19])[CH3:18])(C)(C)C. (3) Given the product [NH2:36][C:37]1[N:8]([C:9]2[N:17]=[C:16]3[C:12]([N:13]=[C:14]([CH2:19][N:20]4[CH2:21][CH2:22][CH:23]([C:26]([OH:29])([CH3:28])[CH3:27])[CH2:24][CH2:25]4)[N:15]3[CH3:18])=[C:11]([N:30]3[CH2:31][CH2:32][O:33][CH2:34][CH2:35]3)[N:10]=2)[C:3]2[CH:4]=[CH:5][CH:6]=[CH:7][C:2]=2[N:1]=1, predict the reactants needed to synthesize it. The reactants are: [NH2:1][C:2]1[CH:7]=[CH:6][CH:5]=[CH:4][C:3]=1[NH:8][C:9]1[N:17]=[C:16]2[C:12]([N:13]=[C:14]([CH2:19][N:20]3[CH2:25][CH2:24][CH:23]([C:26]([OH:29])([CH3:28])[CH3:27])[CH2:22][CH2:21]3)[N:15]2[CH3:18])=[C:11]([N:30]2[CH2:35][CH2:34][O:33][CH2:32][CH2:31]2)[N:10]=1.[N:36]#[C:37]Br. (4) Given the product [CH:33]1([CH2:36][N:37]([CH2:38][CH2:39][CH3:40])[C:2]2[N:7]=[CH:6][N:5]=[C:4]([C:8]([NH:10][C:11]3[CH:16]=[CH:15][C:14]([S:17]([NH:18][CH2:19][CH2:20][O:21][CH3:22])(=[O:24])=[O:23])=[CH:13][C:12]=3[CH3:25])=[O:9])[CH:3]=2)[CH2:35][CH2:34]1, predict the reactants needed to synthesize it. The reactants are: Cl[C:2]1[N:7]=[CH:6][N:5]=[C:4]([C:8]([NH:10][C:11]2[CH:16]=[CH:15][C:14]([S:17](=[O:24])(=[O:23])[NH:18][CH2:19][CH2:20][O:21][CH3:22])=[CH:13][C:12]=2[CH3:25])=[O:9])[CH:3]=1.C(NC(C)C)(C)C.[CH:33]1([CH2:36][NH:37][CH2:38][CH2:39][CH3:40])[CH2:35][CH2:34]1. (5) Given the product [CH:20]([P:23]([CH2:24][CH2:25][N:10]([CH2:9][C:8]1[CH:18]=[CH:19][C:5]([O:4][CH3:3])=[CH:6][CH:7]=1)[C:11](=[O:17])[O:12][C:13]([CH3:16])([CH3:14])[CH3:15])([CH:26]([CH3:28])[CH3:27])=[O:29])([CH3:22])[CH3:21], predict the reactants needed to synthesize it. The reactants are: [H-].[Na+].[CH3:3][O:4][C:5]1[CH:19]=[CH:18][C:8]([CH2:9][NH:10][C:11](=[O:17])[O:12][C:13]([CH3:16])([CH3:15])[CH3:14])=[CH:7][CH:6]=1.[CH:20]([P:23](=[O:29])([CH:26]([CH3:28])[CH3:27])[CH:24]=[CH2:25])([CH3:22])[CH3:21].